From a dataset of Reaction yield outcomes from USPTO patents with 853,638 reactions. Predict the reaction yield, written as a fraction of the theoretical maximum amount of product (1.0 means a 100% yield; for example, 0.34 means a 34% yield). The yield is 0.230. The reactants are Br[C:2]1[CH:3]=[C:4]([NH:10][C:11]2[N:12]=[N:13][C:14]([C:17]([F:20])([F:19])[F:18])=[CH:15][CH:16]=2)[C:5](=[O:9])[N:6]([CH3:8])[CH:7]=1.[C:21]([O:24][CH2:25][C:26]1[C:27]([N:41]2[CH2:52][CH2:51][N:50]3[C:43](=[CH:44][C:45]4[CH2:46][C:47]([CH3:54])([CH3:53])[CH2:48][C:49]=43)[C:42]2=[O:55])=[N:28][CH:29]=[CH:30][C:31]=1B1OC(C)(C)C(C)(C)O1)(=[O:23])[CH3:22].CC(O[Na])=O.[O-]P([O-])([O-])=O.[K+].[K+].[K+]. The catalyst is C1C=CC(P(C2C=CC=CC=2)[C-]2C=CC=C2)=CC=1.C1C=CC(P(C2C=CC=CC=2)[C-]2C=CC=C2)=CC=1.Cl[Pd]Cl.[Fe+2].O.C(#N)C. The product is [C:21]([O:24][CH2:25][C:26]1[C:27]([N:41]2[CH2:52][CH2:51][N:50]3[C:43](=[CH:44][C:45]4[CH2:46][C:47]([CH3:54])([CH3:53])[CH2:48][C:49]=43)[C:42]2=[O:55])=[N:28][CH:29]=[CH:30][C:31]=1[C:2]1[CH:3]=[C:4]([NH:10][C:11]2[N:12]=[N:13][C:14]([C:17]([F:20])([F:19])[F:18])=[CH:15][CH:16]=2)[C:5](=[O:9])[N:6]([CH3:8])[CH:7]=1)(=[O:23])[CH3:22].